This data is from Full USPTO retrosynthesis dataset with 1.9M reactions from patents (1976-2016). The task is: Predict the reactants needed to synthesize the given product. Given the product [CH2:1]([N:5]1[C:13]2[N:12]=[C:11]([Cl:14])[NH:10][C:9]=2[C:8](=[O:15])[N:7]([CH2:16][CH2:17][CH2:18][C:19]2[O:21][N:35]=[C:34]([CH2:33][C:27]3[CH:28]=[CH:29][C:30]([F:32])=[CH:31][C:26]=3[Cl:25])[N:37]=2)[C:6]1=[O:24])[CH2:2][CH2:3][CH3:4], predict the reactants needed to synthesize it. The reactants are: [CH2:1]([N:5]1[C:13]2[N:12]=[C:11]([Cl:14])[NH:10][C:9]=2[C:8](=[O:15])[N:7]([CH2:16][CH2:17][CH2:18][C:19]([O:21]CC)=O)[C:6]1=[O:24])[CH2:2][CH2:3][CH3:4].[Cl:25][C:26]1[CH:31]=[C:30]([F:32])[CH:29]=[CH:28][C:27]=1[CH2:33]/[C:34](=[N:37]/[H])/[NH:35]O.[O-]CC.[Na+].